From a dataset of Full USPTO retrosynthesis dataset with 1.9M reactions from patents (1976-2016). Predict the reactants needed to synthesize the given product. (1) Given the product [ClH:17].[Cl:17][C:12]1[CH:11]=[C:10]([CH:15]=[CH:14][C:13]=1[F:16])[C:9]([NH:8][C@H:5]1[CH2:4][CH2:3][C@@H:2]([NH:1][C:20]2[CH:25]=[C:24]([CH3:26])[C:23]([F:27])=[CH:22][N:21]=2)[CH2:7][CH2:6]1)=[O:18], predict the reactants needed to synthesize it. The reactants are: [NH2:1][C@@H:2]1[CH2:7][CH2:6][C@H:5]([NH:8][C:9](=[O:18])[C:10]2[CH:15]=[CH:14][C:13]([F:16])=[C:12]([Cl:17])[CH:11]=2)[CH2:4][CH2:3]1.Cl[C:20]1[CH:25]=[C:24]([CH3:26])[C:23]([F:27])=[CH:22][N:21]=1. (2) Given the product [ClH:36].[NH2:33][C:13]1[N:14]=[C:15]([C:17]2[CH:22]=[CH:21][CH:20]=[CH:19][C:18]=2[OH:23])[CH:16]=[C:11]([C:10]2[CH2:5][NH:6][CH2:7][CH2:8][CH:9]=2)[C:12]=1[CH2:34][OH:35], predict the reactants needed to synthesize it. The reactants are: C([C:5]1[C:10]([C:11]2[CH:16]=[C:15]([C:17]3[CH:22]=[CH:21][CH:20]=[CH:19][C:18]=3[O:23]CC3C=CC(OC)=CC=3)[N:14]=[C:13]([NH2:33])[C:12]=2[CH2:34][OH:35])=[CH:9][CH2:8][CH2:7][N:6]=1)(C)(C)C.[ClH:36]. (3) Given the product [Cl:15][C:16]1[C:21]([NH:22][C:23]2[C:32]3[C:27](=[CH:28][C:29]([F:34])=[CH:30][C:31]=3[O:7][CH:8]3[CH2:13][CH2:12][O:11][CH2:10][CH2:9]3)[N:26]=[CH:25][N:24]=2)=[C:20]2[O:35][CH2:36][O:37][C:19]2=[CH:18][CH:17]=1, predict the reactants needed to synthesize it. The reactants are: CC(C)([O-])C.[K+].[OH:7][CH:8]1[CH2:13][CH2:12][O:11][CH2:10][CH2:9]1.Cl.[Cl:15][C:16]1[C:21]([NH:22][C:23]2[C:32]3[C:27](=[CH:28][C:29]([F:34])=[CH:30][C:31]=3F)[N:26]=[CH:25][N:24]=2)=[C:20]2[O:35][CH2:36][O:37][C:19]2=[CH:18][CH:17]=1.O. (4) Given the product [CH:23]1[C:24]2[C:29](=[CH:28][CH:27]=[CH:26][CH:25]=2)[CH:30]=[C:21]([NH:20][C:19](=[O:31])[O:18][CH2:17][C@@H:9]([N:7]([CH3:8])[C:6]([NH:5][CH2:4][C:3]2[CH:33]=[CH:34][C:35]([F:37])=[CH:36][C:2]=2[Cl:1])=[O:32])[CH2:10][CH2:11][CH2:12][CH2:13][OH:14])[N:22]=1, predict the reactants needed to synthesize it. The reactants are: [Cl:1][C:2]1[CH:36]=[C:35]([F:37])[CH:34]=[CH:33][C:3]=1[CH2:4][NH:5][C:6](=[O:32])[N:7]([C@H:9]([CH2:17][O:18][C:19](=[O:31])[NH:20][C:21]1[N:22]=[CH:23][C:24]2[C:29]([CH:30]=1)=[CH:28][CH:27]=[CH:26][CH:25]=2)[CH2:10][CH2:11][CH2:12][C:13](OC)=[O:14])[CH3:8].[Li+].[BH4-]. (5) Given the product [CH:16]([N:15]1[C:11]([CH2:10][CH2:9][C:6]2[C:5]3[CH:29]=[C:30]([CH3:31])[C:2]([OH:33])=[CH:3][C:4]=3[O:8][N:7]=2)=[CH:12][C:13]([C:19]2[CH:24]=[CH:23][C:22]([C:25]([F:28])([F:27])[F:26])=[CH:21][CH:20]=2)=[N:14]1)([CH3:18])[CH3:17], predict the reactants needed to synthesize it. The reactants are: N[C:2]1[C:30]([CH3:31])=[CH:29][C:5]2[C:6]([CH2:9][CH2:10][C:11]3[N:15]([CH:16]([CH3:18])[CH3:17])[N:14]=[C:13]([C:19]4[CH:24]=[CH:23][C:22]([C:25]([F:28])([F:27])[F:26])=[CH:21][CH:20]=4)[CH:12]=3)=[N:7][O:8][C:4]=2[CH:3]=1.S(=O)(=O)(O)[OH:33].S([O-])([O-])=O.[Na+].[Na+]. (6) Given the product [CH2:19]1[C:20]2[C:25](=[CH:24][CH:23]=[CH:22][CH:21]=2)[CH2:17][CH:18]1[CH:26]([C:2]1[O:1][CH:5]=[CH:4][N:3]=1)[OH:27], predict the reactants needed to synthesize it. The reactants are: [O:1]1[CH:5]=[CH:4][N:3]=[CH:2]1.B.C1COCC1.[Li]CCCC.[CH2:17]1[C:25]2[C:20](=[CH:21][CH:22]=[CH:23][CH:24]=2)[CH2:19][CH:18]1[CH:26]=[O:27].